From a dataset of Full USPTO retrosynthesis dataset with 1.9M reactions from patents (1976-2016). Predict the reactants needed to synthesize the given product. (1) Given the product [Cl:1][C:2]1[CH:7]=[C:6]([O:8][C:16]2[CH:21]=[N:20][C:19]([N+:22]([O-:24])=[O:23])=[CH:18][C:17]=2[CH3:25])[CH:5]=[CH:4][N:3]=1, predict the reactants needed to synthesize it. The reactants are: [Cl:1][C:2]1[CH:7]=[C:6]([OH:8])[CH:5]=[CH:4][N:3]=1.CC(C)([O-])C.[K+].Br[C:16]1[C:17]([CH3:25])=[CH:18][C:19]([N+:22]([O-:24])=[O:23])=[N:20][CH:21]=1. (2) Given the product [NH2:37][C:38]1[N:43]=[CH:42][N:41]=[C:40]2[N:44]([CH:48]([C:50]3[O:51][C:52](=[O:67])[C:53]4[C:58]([C:59]=3[CH2:60][C:61]3[CH:66]=[CH:65][CH:64]=[CH:63][CH:62]=3)=[CH:57][CH:56]=[CH:55][CH:54]=4)[CH3:49])[N:45]=[C:46]([C:71]3[CH:72]=[C:73]([OH:75])[CH:74]=[C:69]([F:68])[CH:70]=3)[C:39]=12, predict the reactants needed to synthesize it. The reactants are: NC1N=CN=C2N(C(C3OC(=O)C4C(C=3C3C=CC=CC=3)=CC=CC=4)C)N=C(C3C=NC(N)=NC=3)C=12.[NH2:37][C:38]1[N:43]=[CH:42][N:41]=[C:40]2[N:44]([CH:48]([C:50]3[O:51][C:52](=[O:67])[C:53]4[C:58]([C:59]=3[CH2:60][C:61]3[CH:66]=[CH:65][CH:64]=[CH:63][CH:62]=3)=[CH:57][CH:56]=[CH:55][CH:54]=4)[CH3:49])[N:45]=[C:46](I)[C:39]=12.[F:68][C:69]1[CH:70]=[C:71](B(O)O)[CH:72]=[C:73]([OH:75])[CH:74]=1. (3) The reactants are: [C:1]([C:4]1[CH:9]=[CH:8][C:7]([Cl:10])=[CH:6][C:5]=1/[CH:11]=[CH:12]/[C:13]([O:15]C(C)(C)C)=[O:14])(=[O:3])[CH3:2]. Given the product [C:1]([C:4]1[CH:9]=[CH:8][C:7]([Cl:10])=[CH:6][C:5]=1/[CH:11]=[CH:12]/[C:13]([OH:15])=[O:14])(=[O:3])[CH3:2], predict the reactants needed to synthesize it. (4) Given the product [C:1]([C:4]1[CH:9]=[CH:8][C:7]([C:10]2[CH:11]=[CH:12][C:13]([CH2:16][C:17]([S:72]([C:75]3[CH:80]=[CH:79][CH:78]=[CH:77][N:76]=3)(=[O:74])=[O:73])([NH2:31])[C:18]3[N:23]=[C:22]([NH:24][CH2:25][C:26]([OH:28])=[O:81])[CH:21]=[CH:20][CH:19]=3)=[CH:14][CH:15]=2)=[CH:6][CH:5]=1)#[C:2][CH3:3], predict the reactants needed to synthesize it. The reactants are: [C:1]([C:4]1[CH:9]=[CH:8][C:7]([C:10]2[CH:15]=[CH:14][C:13]([CH2:16][CH:17]([NH:31]S(C3C=CC=CN=3)(=O)=O)[C:18]3[N:23]=[C:22]([NH:24][CH2:25][C:26]([O:28]CC)=O)[CH:21]=[CH:20][CH:19]=3)=[CH:12][CH:11]=2)=[CH:6][CH:5]=1)#[C:2][CH3:3].C(C1C=CC=CC=1C1C=CC(CC(N[S:72]([C:75]2[CH:80]=[CH:79][CH:78]=[CH:77][N:76]=2)(=[O:74])=[O:73])C2N=C(NCC(OCC)=O)C=CC=2)=CC=1)#CC.[OH-:81].[Na+]. (5) Given the product [CH3:11][O:10][C:9]1[CH:8]=[CH:7][N:6]=[CH:5][C:4]=1[C:3]#[CH:2], predict the reactants needed to synthesize it. The reactants are: Br[C:2](Br)=[CH:3][C:4]1[CH:5]=[N:6][CH:7]=[CH:8][C:9]=1[O:10][CH3:11].[Li]CCCC.CCCCC.[NH4+].[Cl-].